This data is from Full USPTO retrosynthesis dataset with 1.9M reactions from patents (1976-2016). The task is: Predict the reactants needed to synthesize the given product. (1) Given the product [C:17]1([N:16]2[C:12]([O:8][C:5]3[CH:4]=[C:3]([C:2]([F:10])([F:9])[F:1])[S:7][CH:6]=3)=[N:13][N:14]=[N:15]2)[CH:18]=[CH:19][CH:20]=[CH:21][CH:22]=1, predict the reactants needed to synthesize it. The reactants are: [F:1][C:2]([F:10])([F:9])[C:3]1[S:7][CH:6]=[C:5]([OH:8])[CH:4]=1.Cl[C:12]1[N:16]([C:17]2[CH:22]=[CH:21][CH:20]=[CH:19][CH:18]=2)[N:15]=[N:14][N:13]=1.C([O-])([O-])=O.[K+].[K+]. (2) Given the product [CH3:30][O:31][C:32]1[CH:41]=[CH:40][C:35]([CH2:36][NH:37][C:38]([C:27]2[S:26][C:21]3[N:20]([C:19](=[O:29])[N:18]([CH2:11][C:12]4[CH:13]=[CH:14][CH:15]=[CH:16][CH:17]=4)[C:23](=[O:24])[C:22]=3[CH3:25])[CH:28]=2)=[O:39])=[CH:34][CH:33]=1, predict the reactants needed to synthesize it. The reactants are: C[Si](C)(C)N[Si](C)(C)C.[Li].[CH2:11]([N:18]1[C:23](=[O:24])[C:22]([CH3:25])=[C:21]2[S:26][CH:27]=[CH:28][N:20]2[C:19]1=[O:29])[C:12]1[CH:17]=[CH:16][CH:15]=[CH:14][CH:13]=1.[CH3:30][O:31][C:32]1[CH:41]=[CH:40][C:35]([CH2:36][N:37]=[C:38]=[O:39])=[CH:34][CH:33]=1.[Cl-].[NH4+]. (3) The reactants are: [ClH:1].[CH:2]1([CH2:5][O:6][CH2:7][CH:8]2[CH2:13][CH2:12][N:11](C(OC(C)(C)C)=O)[CH2:10][CH2:9]2)[CH2:4][CH2:3]1. Given the product [ClH:1].[CH:2]1([CH2:5][O:6][CH2:7][CH:8]2[CH2:13][CH2:12][NH:11][CH2:10][CH2:9]2)[CH2:3][CH2:4]1, predict the reactants needed to synthesize it. (4) Given the product [Cl:16][C:17]1[C:18]([C:25]([OH:27])=[O:26])=[N:19][CH:20]=[C:21]([O:23][CH3:24])[CH:22]=1, predict the reactants needed to synthesize it. The reactants are: FC(F)(F)COC1C(C(N)=O)=NC=CC=1.[Cl:16][C:17]1[C:18]([C:25]([O:27]C)=[O:26])=[N:19][CH:20]=[C:21]([O:23][CH3:24])[CH:22]=1.